Dataset: NCI-60 drug combinations with 297,098 pairs across 59 cell lines. Task: Regression. Given two drug SMILES strings and cell line genomic features, predict the synergy score measuring deviation from expected non-interaction effect. (1) Drug 1: CC1C(C(CC(O1)OC2CC(OC(C2O)C)OC3=CC4=CC5=C(C(=O)C(C(C5)C(C(=O)C(C(C)O)O)OC)OC6CC(C(C(O6)C)O)OC7CC(C(C(O7)C)O)OC8CC(C(C(O8)C)O)(C)O)C(=C4C(=C3C)O)O)O)O. Drug 2: CN1C2=C(C=C(C=C2)N(CCCl)CCCl)N=C1CCCC(=O)O.Cl. Cell line: CAKI-1. Synergy scores: CSS=34.3, Synergy_ZIP=-4.09, Synergy_Bliss=-4.89, Synergy_Loewe=-38.4, Synergy_HSA=-4.41. (2) Drug 1: C1=NC2=C(N=C(N=C2N1C3C(C(C(O3)CO)O)O)F)N. Drug 2: CC1=C(C(=O)C2=C(C1=O)N3CC4C(C3(C2COC(=O)N)OC)N4)N. Cell line: HCC-2998. Synergy scores: CSS=52.5, Synergy_ZIP=-4.07, Synergy_Bliss=-4.24, Synergy_Loewe=1.72, Synergy_HSA=3.28.